Dataset: CYP3A4 inhibition data for predicting drug metabolism from PubChem BioAssay. Task: Regression/Classification. Given a drug SMILES string, predict its absorption, distribution, metabolism, or excretion properties. Task type varies by dataset: regression for continuous measurements (e.g., permeability, clearance, half-life) or binary classification for categorical outcomes (e.g., BBB penetration, CYP inhibition). Dataset: cyp3a4_veith. (1) The drug is NC(N)=N/N=C(\c1ccc(Cl)cc1)C1CC1. The result is 0 (non-inhibitor). (2) The compound is CCNc1ncc2ncc(=O)n(C)c2n1. The result is 0 (non-inhibitor). (3) The compound is COc1ccc(-c2noc(CCCC(=O)NCCc3ccccc3)n2)cc1OC. The result is 1 (inhibitor). (4) The drug is COc1ccc(CCNc2cc(-c3ccccc3)nc3ncnn23)cc1. The result is 1 (inhibitor). (5) The compound is Cc1oc(-c2ccccc2F)nc1CS(=O)(=O)CC(=O)NCCCN(C)C1CCCCC1. The result is 1 (inhibitor). (6) The compound is COc1ccc(CNC(=O)Cc2csc(Nc3nc(=S)[nH]c4ccccc34)n2)cc1. The result is 1 (inhibitor). (7) The molecule is CCOC(=O)C1=C(C)N=C2SC(C(=O)OC)=CC(=O)N2C1c1cccc(OC)c1. The result is 0 (non-inhibitor). (8) The drug is Cc1ccc(-n2ncc3c2ncn2nc(-c4ccco4)nc32)c(C)c1. The result is 0 (non-inhibitor). (9) The result is 1 (inhibitor). The compound is Cc1cccc(CNc2nc(-c3ccccc3CN(C)C)nc3ccccc23)c1.